From a dataset of Reaction yield outcomes from USPTO patents with 853,638 reactions. Predict the reaction yield, written as a fraction of the theoretical maximum amount of product (1.0 means a 100% yield; for example, 0.34 means a 34% yield). (1) The reactants are O1[C:5]2([CH2:10][CH2:9][CH:8]([N:11]3[C:16](=[O:17])[C:15]([CH2:18][C:19]4[CH:24]=[CH:23][C:22]([C:25]5[C:26]([C:31]#[N:32])=[CH:27][CH:28]=[CH:29][CH:30]=5)=[CH:21][C:20]=4[O:33][CH3:34])=[C:14]([CH2:35][CH2:36][CH3:37])[N:13]4[N:38]=[CH:39][CH:40]=[C:12]34)[CH2:7][CH2:6]2)[O:4]CC1.Cl.[OH-].[Na+]. The catalyst is O1CCCC1.C(OCC)(=O)C. The product is [OH:4][C@H:5]1[CH2:6][CH2:7][C@H:8]([N:11]2[C:16](=[O:17])[C:15]([CH2:18][C:19]3[CH:24]=[CH:23][C:22]([C:25]4[C:26]([C:31]#[N:32])=[CH:27][CH:28]=[CH:29][CH:30]=4)=[CH:21][C:20]=3[O:33][CH3:34])=[C:14]([CH2:35][CH2:36][CH3:37])[N:13]3[N:38]=[CH:39][CH:40]=[C:12]23)[CH2:9][CH2:10]1. The yield is 0.950. (2) The reactants are [CH3:1][O:2][C:3]1[CH:11]=[CH:10][CH:9]=[C:8]2[C:4]=1[CH2:5][C:6](=[O:12])[NH:7]2.[CH2:13](Br)[C:14]1[CH:19]=[CH:18][CH:17]=[CH:16][CH:15]=1. No catalyst specified. The product is [CH2:13]([CH:5]1[C:4]2[C:8](=[CH:9][CH:10]=[CH:11][C:3]=2[O:2][CH3:1])[NH:7][C:6]1=[O:12])[C:14]1[CH:19]=[CH:18][CH:17]=[CH:16][CH:15]=1. The yield is 0.730. (3) The reactants are [O:1]=[C:2]1[C:11]2[C:6](=[CH:7][C:8]([C:12]([O:14]C)=[O:13])=[CH:9][CH:10]=2)[CH:5]=[CH:4][NH:3]1.O1CCCC1.[OH-].[Li+]. The catalyst is O. The product is [O:1]=[C:2]1[C:11]2[C:6](=[CH:7][C:8]([C:12]([OH:14])=[O:13])=[CH:9][CH:10]=2)[CH:5]=[CH:4][NH:3]1. The yield is 0.480.